Predict the reactants needed to synthesize the given product. From a dataset of Full USPTO retrosynthesis dataset with 1.9M reactions from patents (1976-2016). Given the product [Cl:1][C:2]1[CH:7]=[CH:6][C:5]([NH2:8])=[C:4]([O:11][CH:12]([CH3:14])[CH3:13])[CH:3]=1, predict the reactants needed to synthesize it. The reactants are: [Cl:1][C:2]1[CH:7]=[CH:6][C:5]([N+:8]([O-])=O)=[C:4]([O:11][CH:12]([CH3:14])[CH3:13])[CH:3]=1.O.